This data is from Forward reaction prediction with 1.9M reactions from USPTO patents (1976-2016). The task is: Predict the product of the given reaction. (1) Given the reactants ClC1C=CC=C(C(OO)=[O:9])C=1.[CH3:12][O:13][CH2:14][O:15][CH2:16][C:17]([CH:19]([CH3:21])[CH3:20])=[CH2:18], predict the reaction product. The product is: [CH:19]([C:17]1([CH2:16][O:15][CH2:14][O:13][CH3:12])[CH2:18][O:9]1)([CH3:21])[CH3:20]. (2) Given the reactants [C:1]1([C:7]2[N:8]=[C:9]([C:12]3([CH2:15][NH2:16])[CH2:14][CH2:13]3)[S:10][CH:11]=2)[CH:6]=[CH:5][CH:4]=[CH:3][CH:2]=1.[F:17][C:18]([F:34])([F:33])[C:19]1[O:23][N:22]=[C:21]([C:24]2[CH:25]=[C:26]([CH:30]=[CH:31][CH:32]=2)[C:27](O)=[O:28])[N:20]=1, predict the reaction product. The product is: [C:1]1([C:7]2[N:8]=[C:9]([C:12]3([CH2:15][NH:16][C:27](=[O:28])[C:26]4[CH:30]=[CH:31][CH:32]=[C:24]([C:21]5[N:20]=[C:19]([C:18]([F:34])([F:33])[F:17])[O:23][N:22]=5)[CH:25]=4)[CH2:13][CH2:14]3)[S:10][CH:11]=2)[CH:2]=[CH:3][CH:4]=[CH:5][CH:6]=1. (3) The product is: [CH3:1][O:2][C:3]1[CH:4]=[C:5]([CH:15]([NH:24][S@@:22]([C:19]([CH3:21])([CH3:20])[CH3:18])=[O:23])[CH3:16])[CH:6]=[N:7][C:8]=1[O:9][CH2:10][C:11]([F:14])([F:13])[F:12]. Given the reactants [CH3:1][O:2][C:3]1[CH:4]=[C:5]([C:15](=O)[CH3:16])[CH:6]=[N:7][C:8]=1[O:9][CH2:10][C:11]([F:14])([F:13])[F:12].[CH3:18][C:19]([S@:22]([NH2:24])=[O:23])([CH3:21])[CH3:20], predict the reaction product. (4) Given the reactants Cl[C:2]1[N:7]=[C:6]([C:8]([NH:10][C:11]2[CH:19]=[C:18]([C:20]3[CH:28]=[CH:27][CH:26]=[C:25]4[C:21]=3[CH:22]=[CH:23][NH:24]4)[CH:17]=[C:16]3[C:12]=2[CH:13]=[N:14][NH:15]3)=[O:9])[C:5](F)=[CH:4][CH:3]=1, predict the reaction product. The product is: [CH3:6][N:7]([CH3:2])[C:5]1[C:6]([C:8]([NH:10][C:11]2[CH:19]=[C:18]([C:20]3[CH:28]=[CH:27][CH:26]=[C:25]4[C:21]=3[CH:22]=[CH:23][NH:24]4)[CH:17]=[C:16]3[C:12]=2[CH:13]=[N:14][NH:15]3)=[O:9])=[N:7][C:2]([NH:10][CH2:11][CH3:12])=[CH:3][CH:4]=1. (5) Given the reactants [CH3:1][S:2]([C:5]1[CH:34]=[CH:33][C:8]([CH2:9][NH:10][C:11]([C:13]2[C:14](=[O:32])[N:15]([C:22]3[CH:27]=[CH:26][CH:25]=[C:24]([C:28]([F:31])([F:30])[F:29])[CH:23]=3)[C:16]([CH3:21])=[C:17]([C:19]#[N:20])[CH:18]=2)=[O:12])=[CH:7][CH:6]=1)(=[O:4])=[O:3].Cl.[NH2:36][OH:37].CC([O-])=O.[Na+].C(O)C, predict the reaction product. The product is: [CH3:1][S:2]([C:5]1[CH:6]=[CH:7][C:8]([CH2:9][NH:10][C:11]([C:13]2[C:14](=[O:32])[N:15]([C:22]3[CH:27]=[CH:26][CH:25]=[C:24]([C:28]([F:31])([F:30])[F:29])[CH:23]=3)[C:16]([CH3:21])=[C:17]([C:19](=[NH:20])[NH:36][OH:37])[CH:18]=2)=[O:12])=[CH:33][CH:34]=1)(=[O:4])=[O:3]. (6) Given the reactants [NH:1]([C:7]([O:9][C:10]([CH3:13])([CH3:12])[CH3:11])=[O:8])[C@H:2]([C:4]([OH:6])=O)[CH3:3].CN1CCOCC1.Cl.[NH2:22][C@H:23]([C:25]([O:27][CH3:28])=[O:26])[CH3:24].CN(C=O)C, predict the reaction product. The product is: [NH:1]([C:7]([O:9][C:10]([CH3:13])([CH3:12])[CH3:11])=[O:8])[C@H:2]([C:4]([NH:22][C@H:23]([C:25]([O:27][CH3:28])=[O:26])[CH3:24])=[O:6])[CH3:3]. (7) Given the reactants Cl[C:2]1[N:3]=[C:4]([OH:12])[C:5]2[CH:11]=[CH:10][N:9]=[CH:8][C:6]=2[N:7]=1.[OH:13][C:14]1[CH:19]=[CH:18][C:17]([N:20]([CH3:29])[C:21]2[CH:22]=[C:23]([CH:26]=[CH:27][CH:28]=2)[C:24]#[N:25])=[CH:16][CH:15]=1, predict the reaction product. The product is: [OH:12][C:4]1[C:5]2[CH:11]=[CH:10][N:9]=[CH:8][C:6]=2[N:7]=[C:2]([O:13][C:14]2[CH:19]=[CH:18][C:17]([N:20]([CH3:29])[C:21]3[CH:22]=[C:23]([CH:26]=[CH:27][CH:28]=3)[C:24]#[N:25])=[CH:16][CH:15]=2)[N:3]=1.